This data is from Reaction yield outcomes from USPTO patents with 853,638 reactions. The task is: Predict the reaction yield, written as a fraction of the theoretical maximum amount of product (1.0 means a 100% yield; for example, 0.34 means a 34% yield). (1) The reactants are CN(C=O)C.[CH3:6][C:7]1([CH3:32])[CH2:11][C:10]2[C:12]([CH3:31])=[C:13]([N:18]3[CH2:23][CH2:22][N:21]([C:24]4[CH:29]=[CH:28][C:27]([CH3:30])=[CH:26][CH:25]=4)[CH2:20][CH2:19]3)[C:14]([CH3:17])=[C:15]([OH:16])[C:9]=2[O:8]1.Br[CH2:34][CH2:35][O:36][CH3:37].C(=O)([O-])[O-].[K+].[K+]. The catalyst is C(OCC)(=O)C.O. The product is [CH3:37][O:36][CH2:35][CH2:34][O:16][C:15]1[C:9]2[O:8][C:7]([CH3:32])([CH3:6])[CH2:11][C:10]=2[C:12]([CH3:31])=[C:13]([N:18]2[CH2:19][CH2:20][N:21]([C:24]3[CH:25]=[CH:26][C:27]([CH3:30])=[CH:28][CH:29]=3)[CH2:22][CH2:23]2)[C:14]=1[CH3:17]. The yield is 0.140. (2) The product is [Br:31][C:32]1[CH:37]=[CH:36][C:35]([NH:38][C:39]2[C:40]([CH:49]([OH:50])[CH2:29][O:28][CH2:26][CH3:27])=[CH:41][C:42]3[NH:46][CH:45]=[N:44][C:43]=3[C:47]=2[F:48])=[C:34]([Cl:51])[CH:33]=1. The catalyst is C1COCC1. The reactants are C(OC[Li])C.C(C1C=CC(C2C=CC(C(C)(C)C)=CC=2)=CC=1)(C)(C)C.[CH2:26]([O:28][CH2:29]Cl)[CH3:27].[Br:31][C:32]1[CH:37]=[CH:36][C:35]([NH:38][C:39]2[C:40]([CH:49]=[O:50])=[CH:41][C:42]3[NH:46][CH:45]=[N:44][C:43]=3[C:47]=2[F:48])=[C:34]([Cl:51])[CH:33]=1. The yield is 0.440. (3) The reactants are [OH:1][CH2:2][C:3]#[C:4][C:5]1[C:6]2[CH2:17][CH2:16][CH2:15][CH2:14][C:7]=2[S:8][C:9]=1[C:10]([O:12][CH3:13])=[O:11].N1C=CN=C1.[CH3:23][C:24]([Si:27](Cl)([CH3:29])[CH3:28])([CH3:26])[CH3:25].CCOC(C)=O. The catalyst is ClCCl. The product is [CH3:13][O:12][C:10]([C:9]1[S:8][C:7]2[CH2:14][CH2:15][CH2:16][CH2:17][C:6]=2[C:5]=1[C:4]#[C:3][CH2:2][O:1][Si:27]([C:24]([CH3:26])([CH3:25])[CH3:23])([CH3:29])[CH3:28])=[O:11]. The yield is 0.960. (4) The reactants are C([NH:9][C:10]([NH:12][C@@:13]([C:18]1[CH:23]=[C:22]([Br:24])[C:21]([F:25])=[CH:20][C:19]=1[F:26])([CH3:17])[CH2:14][CH2:15]O)=[S:11])(=O)C1C=CC=CC=1.Cl.[OH-].[Na+]. The catalyst is O1CCOCC1. The product is [Br:24][C:22]1[C:21]([F:25])=[CH:20][C:19]([F:26])=[C:18]([C@:13]2([CH3:17])[CH2:14][CH2:15][S:11][C:10]([NH2:9])=[N:12]2)[CH:23]=1. The yield is 0.570.